Predict the product of the given reaction. From a dataset of Forward reaction prediction with 1.9M reactions from USPTO patents (1976-2016). (1) The product is: [CH2:16]([C:13]1[N:14]([CH3:15])[C:10]([C:8](=[O:9])[C:7]2[CH:23]=[CH:24][C:4]([N+:1]([O-:3])=[O:2])=[CH:5][CH:6]=2)=[C:11]([CH3:22])[CH:12]=1)[CH3:17].[CH2:13]([CH2:16][C:17]([O-:19])=[O:18])[CH2:12][CH2:11][CH2:10][CH2:8][CH3:7]. Given the reactants [N+:1]([C:4]1[CH:24]=[CH:23][C:7]([C:8]([C:10]2[N:14]([CH3:15])[C:13]([CH2:16][C:17]([O:19]CC)=[O:18])=[CH:12][C:11]=2[CH3:22])=[O:9])=[CH:6][CH:5]=1)([O-:3])=[O:2].C(I)CCCCC, predict the reaction product. (2) Given the reactants [CH2:1]([C:3]1[CH:4]=[N:5][CH:6]=[CH:7][CH:8]=1)[CH3:2].OO.C(=O)([O-])[O-:12].[Na+].[Na+], predict the reaction product. The product is: [CH2:1]([C:3]1[CH:4]=[N+:5]([O-:12])[CH:6]=[CH:7][CH:8]=1)[CH3:2]. (3) The product is: [CH2:27]([O:26][C:24](=[O:25])[CH2:23][N:18]1[C:17]2[C:21](=[N:22][C:14]([N:11]3[CH2:12][CH2:13][NH:8][CH2:9][CH2:10]3)=[N:15][C:16]=2[Cl:32])[N:20]=[CH:19]1)[CH3:28]. Given the reactants C(OC([N:8]1[CH2:13][CH2:12][N:11]([C:14]2[NH:15][C:16](=O)[C:17]3[N:18]([CH2:23][C:24]([O:26][CH2:27][CH3:28])=[O:25])[CH:19]=[N:20][C:21]=3[N:22]=2)[CH2:10][CH2:9]1)=O)(C)(C)C.O=P(Cl)(Cl)[Cl:32], predict the reaction product. (4) Given the reactants [CH3:1][C:2]1[CH2:7][CH2:6][CH2:5][C:4]([CH3:9])([CH3:8])[C:3]=1/[CH:10]=[CH:11]/[C:12](/[CH3:22])=[CH:13]/[CH:14]=[CH:15]/[C:16](/[CH3:21])=[CH:17]/[C:18]([OH:20])=O.[NH2:23][C:24]1[CH:29]=[CH:28][N:27]=[CH:26][CH:25]=1.C1CCC(N=C=NC2CCCCC2)CC1, predict the reaction product. The product is: [CH3:21]/[C:16](/[CH:15]=[CH:14]/[CH:13]=[C:12](\[CH3:22])/[CH:11]=[CH:10]/[C:3]1[C:4]([CH3:8])([CH3:9])[CH2:5][CH2:6][CH2:7][C:2]=1[CH3:1])=[CH:17]/[C:18]([NH:23][C:24]1[CH:29]=[CH:28][N:27]=[CH:26][CH:25]=1)=[O:20]. (5) Given the reactants C[Si](Br)(C)C.C[O:7][P:8]([C:12](=[O:17])[CH2:13][CH2:14][NH:15][OH:16])(=[O:11])[O:9]C, predict the reaction product. The product is: [OH:16][NH:15][CH2:14][CH2:13][C:12]([P:8](=[O:7])([OH:11])[OH:9])=[O:17]. (6) Given the reactants [CH3:1][O:2][CH2:3][O:4][C:5]1[CH:10]=[C:9]([CH2:11][CH2:12][O:13][CH3:14])[CH:8]=[C:7]([O:15][CH2:16][O:17][CH3:18])[CH:6]=1.[Br:19]N1C(=O)CCC1=O.O, predict the reaction product. The product is: [CH3:18][O:17][CH2:16][O:15][C:7]1[C:8]([Br:19])=[C:9]([CH2:11][CH2:12][O:13][CH3:14])[CH:10]=[C:5]([O:4][CH2:3][O:2][CH3:1])[CH:6]=1.